Dataset: Forward reaction prediction with 1.9M reactions from USPTO patents (1976-2016). Task: Predict the product of the given reaction. (1) Given the reactants [F:1][C:2]([F:12])([F:11])[O:3][C:4]1[CH:5]=[C:6]([OH:10])[CH:7]=[CH:8][CH:9]=1.S(=O)(=O)(O)O.O[CH2:19][NH:20][C:21](=[O:24])[CH2:22][Cl:23].[OH-].[K+], predict the reaction product. The product is: [Cl:23][CH2:22][C:21]([NH:20][CH2:19][C:7]1[CH:8]=[CH:9][C:4]([O:3][C:2]([F:11])([F:12])[F:1])=[CH:5][C:6]=1[OH:10])=[O:24]. (2) The product is: [CH3:1][O:2][C:3](=[O:13])[C:4]1[CH:9]=[CH:8][CH:7]=[C:6]([CH2:10][CH2:11][OH:12])[CH:5]=1. Given the reactants [CH3:1][O:2][C:3](=[O:13])[C:4]1[CH:9]=[CH:8][CH:7]=[C:6]([CH2:10][CH:11]=[O:12])[CH:5]=1.[BH4-].[Na+], predict the reaction product. (3) Given the reactants [F:1][C:2]1[CH:7]=[CH:6][C:5]([NH:8][C:9](=O)[C@@H:10]([NH:12][C:13]2[N:21]=[CH:20][N:19]=[C:18]3[C:14]=2[N:15]=[CH:16][NH:17]3)[CH3:11])=[C:4]([NH:23][C:24]2[CH:29]=[CH:28][CH:27]=[CH:26][N:25]=2)[CH:3]=1, predict the reaction product. The product is: [F:1][C:2]1[CH:7]=[CH:6][C:5]2[N:8]=[C:9]([CH:10]([NH:12][C:13]3[N:21]=[CH:20][N:19]=[C:18]4[C:14]=3[N:15]=[CH:16][NH:17]4)[CH3:11])[N:23]([C:24]3[CH:29]=[CH:28][CH:27]=[CH:26][N:25]=3)[C:4]=2[CH:3]=1.